The task is: Regression. Given two drug SMILES strings and cell line genomic features, predict the synergy score measuring deviation from expected non-interaction effect.. This data is from NCI-60 drug combinations with 297,098 pairs across 59 cell lines. (1) Drug 2: C1=NC2=C(N=C(N=C2N1C3C(C(C(O3)CO)O)O)F)N. Cell line: T-47D. Synergy scores: CSS=-5.95, Synergy_ZIP=3.06, Synergy_Bliss=1.01, Synergy_Loewe=-4.90, Synergy_HSA=-4.27. Drug 1: C1CCC(C1)C(CC#N)N2C=C(C=N2)C3=C4C=CNC4=NC=N3. (2) Drug 1: CC1=C(C=C(C=C1)NC2=NC=CC(=N2)N(C)C3=CC4=NN(C(=C4C=C3)C)C)S(=O)(=O)N.Cl. Drug 2: CC1OCC2C(O1)C(C(C(O2)OC3C4COC(=O)C4C(C5=CC6=C(C=C35)OCO6)C7=CC(=C(C(=C7)OC)O)OC)O)O. Cell line: KM12. Synergy scores: CSS=34.6, Synergy_ZIP=5.31, Synergy_Bliss=3.79, Synergy_Loewe=0.327, Synergy_HSA=6.03. (3) Drug 1: C1=C(C(=O)NC(=O)N1)N(CCCl)CCCl. Drug 2: CN1C2=C(C=C(C=C2)N(CCCl)CCCl)N=C1CCCC(=O)O.Cl. Cell line: OVCAR-4. Synergy scores: CSS=-2.88, Synergy_ZIP=-0.0756, Synergy_Bliss=-1.64, Synergy_Loewe=-5.96, Synergy_HSA=-4.50. (4) Drug 1: CC1=C2C(C(=O)C3(C(CC4C(C3C(C(C2(C)C)(CC1OC(=O)C(C(C5=CC=CC=C5)NC(=O)C6=CC=CC=C6)O)O)OC(=O)C7=CC=CC=C7)(CO4)OC(=O)C)O)C)OC(=O)C. Drug 2: CNC(=O)C1=NC=CC(=C1)OC2=CC=C(C=C2)NC(=O)NC3=CC(=C(C=C3)Cl)C(F)(F)F. Cell line: TK-10. Synergy scores: CSS=1.95, Synergy_ZIP=4.60, Synergy_Bliss=8.50, Synergy_Loewe=2.10, Synergy_HSA=3.87.